From a dataset of Forward reaction prediction with 1.9M reactions from USPTO patents (1976-2016). Predict the product of the given reaction. Given the reactants [CH:1]1([CH2:7][N:8]2[C:13](=[O:14])[C:12]([C:15]([NH:17][CH:18]([CH2:23][CH3:24])[C:19]([O:21]C)=[O:20])=[O:16])=[CH:11][C:10]3[CH2:25][CH2:26][CH2:27][CH2:28][CH2:29][CH2:30][C:9]2=3)[CH2:6][CH2:5][CH2:4][CH2:3][CH2:2]1.[OH-].[Na+].Cl, predict the reaction product. The product is: [CH:1]1([CH2:7][N:8]2[C:13](=[O:14])[C:12]([C:15]([NH:17][CH:18]([CH2:23][CH3:24])[C:19]([OH:21])=[O:20])=[O:16])=[CH:11][C:10]3[CH2:25][CH2:26][CH2:27][CH2:28][CH2:29][CH2:30][C:9]2=3)[CH2:6][CH2:5][CH2:4][CH2:3][CH2:2]1.